Dataset: Full USPTO retrosynthesis dataset with 1.9M reactions from patents (1976-2016). Task: Predict the reactants needed to synthesize the given product. Given the product [CH3:7][O:8][C:9]1[CH:10]=[C:11]2[C:16](=[C:17]3[CH2:21][C:20]([CH3:23])([CH3:22])[O:19][C:18]=13)[C:15]([C:24]1[CH:25]=[C:26]([NH:30][C:34]([C:35]3[CH:36]=[N:37][CH:38]=[CH:39][CH:40]=3)=[O:41])[CH:27]=[CH:28][CH:29]=1)=[N:14][C:13]([CH3:32])([CH3:31])[CH2:12]2, predict the reactants needed to synthesize it. The reactants are: C(=O)([O-])[O-].[Na+].[Na+].[CH3:7][O:8][C:9]1[CH:10]=[C:11]2[C:16](=[C:17]3[CH2:21][C:20]([CH3:23])([CH3:22])[O:19][C:18]=13)[C:15]([C:24]1[CH:25]=[C:26]([NH2:30])[CH:27]=[CH:28][CH:29]=1)=[N:14][C:13]([CH3:32])([CH3:31])[CH2:12]2.Cl.[C:34](Cl)(=[O:41])[C:35]1[CH:40]=[CH:39][CH:38]=[N:37][CH:36]=1.